Dataset: Catalyst prediction with 721,799 reactions and 888 catalyst types from USPTO. Task: Predict which catalyst facilitates the given reaction. (1) Reactant: CC([O-])=O.[K+].[C:6]([CH2:8][C:9]([O:11][CH2:12][CH:13]=[CH2:14])=[O:10])#[N:7].[Cl:15][C:16]([Cl:20])([Cl:19])[C:17]#[N:18].O. Product: [NH2:18][C:17]([C:16]([Cl:20])([Cl:19])[Cl:15])=[C:8]([C:6]#[N:7])[C:9]([O:11][CH2:12][CH:13]=[CH2:14])=[O:10]. The catalyst class is: 32. (2) Product: [Cl:1][C:2]1[CH:12]=[CH:11][C:5]([CH:6]=[CH:7][C:8]([N:21]([O:33][CH3:34])[CH3:23])=[O:9])=[CH:4][CH:3]=1. Reactant: [Cl:1][C:2]1[CH:12]=[CH:11][C:5]([CH:6]=[CH:7][C:8](O)=[O:9])=[CH:4][CH:3]=1.CCN=C=NCCC[N:21]([CH3:23])C.Cl.C(N(CC)CC)C.N[O:33][CH3:34].Cl. The catalyst class is: 79. (3) Reactant: [C:1]([O:5][C:6]([N:8]1[CH2:12][C@H:11]([OH:13])[CH2:10][C@H:9]1[CH2:14][O:15][Si:16]([C:29]([CH3:32])([CH3:31])[CH3:30])([C:23]1[CH:28]=[CH:27][CH:26]=[CH:25][CH:24]=1)[C:17]1[CH:22]=[CH:21][CH:20]=[CH:19][CH:18]=1)=[O:7])([CH3:4])([CH3:3])[CH3:2].[C:33](O)(=[O:35])[CH3:34].C1C=CC(P(C2C=CC=CC=2)C2C=CC=CC=2)=CC=1.CC(OC(/N=N/C(OC(C)C)=O)=O)C. Product: [C:33]([O:13][C@@H:11]1[CH2:12][N:8]([C:6]([O:5][C:1]([CH3:4])([CH3:2])[CH3:3])=[O:7])[C@H:9]([CH2:14][O:15][Si:16]([C:29]([CH3:32])([CH3:31])[CH3:30])([C:23]2[CH:28]=[CH:27][CH:26]=[CH:25][CH:24]=2)[C:17]2[CH:18]=[CH:19][CH:20]=[CH:21][CH:22]=2)[CH2:10]1)(=[O:35])[CH3:34]. The catalyst class is: 1. (4) Reactant: Br[C:2]1[N:7]=[C:6]([CH:8]=[O:9])[CH:5]=[CH:4][CH:3]=1.[CH3:10][Si:11]([CH3:22])([CH3:21])[C:12]1[CH:13]=[C:14](B(O)O)[CH:15]=[CH:16][CH:17]=1.C(=O)([O-])[O-].[Cs+].[Cs+]. Product: [CH3:10][Si:11]([CH3:22])([CH3:21])[C:12]1[CH:17]=[C:16]([C:2]2[N:7]=[C:6]([CH:8]=[O:9])[CH:5]=[CH:4][CH:3]=2)[CH:15]=[CH:14][CH:13]=1. The catalyst class is: 12. (5) Reactant: Cl[C:2]1[C:11]2[C:6](=[CH:7][C:8]([O:15][CH3:16])=[C:9]([N+:12]([O-:14])=[O:13])[CH:10]=2)[N:5]=[CH:4][N:3]=1.[C:17]([C:19]1[CH:20]=[C:21]([CH:23]=[CH:24][CH:25]=1)[NH2:22])#[CH:18]. Product: [C:17]([C:19]1[CH:20]=[C:21]([NH:22][C:2]2[C:11]3[C:6](=[CH:7][C:8]([O:15][CH3:16])=[C:9]([N+:12]([O-:14])=[O:13])[CH:10]=3)[N:5]=[CH:4][N:3]=2)[CH:23]=[CH:24][CH:25]=1)#[CH:18]. The catalyst class is: 32. (6) Reactant: C(OC(=O)C)(=[O:3])C.[CH2:8]([S:11][C:12]1[CH:17]=[CH:16][N+:15]([O-])=[CH:14][C:13]=1[CH3:19])[CH2:9][CH3:10].C(OCC)(=O)C. Product: [CH2:8]([S:11][C:12]1[CH:17]=[CH:16][NH:15][C:14](=[O:3])[C:13]=1[CH3:19])[CH2:9][CH3:10]. The catalyst class is: 5. (7) Reactant: [CH3:1][O:2][C:3]1[CH:4]=[C:5]2[C:10](=[CH:11][C:12]=1[O:13][CH3:14])[N:9]=[CH:8][CH:7]=[C:6]2[O:15][C:16]1[CH:22]=[CH:21][C:19]([NH2:20])=[C:18]([CH3:23])[C:17]=1[CH3:24].C(N(CC)CC)C.[C:32](Cl)(Cl)=[S:33].[CH:36]1([NH:42][NH2:43])[CH2:41][CH2:40][CH2:39][CH2:38][CH2:37]1. Product: [CH3:1][O:2][C:3]1[CH:4]=[C:5]2[C:10](=[CH:11][C:12]=1[O:13][CH3:14])[N:9]=[CH:8][CH:7]=[C:6]2[O:15][C:16]1[CH:22]=[CH:21][C:19]([NH:20][C:32]([NH:43][NH:42][CH:36]2[CH2:41][CH2:40][CH2:39][CH2:38][CH2:37]2)=[S:33])=[C:18]([CH3:23])[C:17]=1[CH3:24]. The catalyst class is: 42.